This data is from Catalyst prediction with 721,799 reactions and 888 catalyst types from USPTO. The task is: Predict which catalyst facilitates the given reaction. (1) Product: [N:38]1([C:44]2[N:45]=[CH:46][C:47]([CH:50]=[CH:9][C:8]3[CH:7]=[C:6]([CH:31]=[CH:30][CH:29]=3)[C:4]([O:3][CH3:2])=[O:5])=[CH:48][N:49]=2)[CH2:43][CH2:42][O:41][CH2:40][CH2:39]1. Reactant: [Br-].[CH3:2][O:3][C:4]([C:6]1[CH:7]=[C:8]([CH:29]=[CH:30][CH:31]=1)[CH2:9][P+](C1C=CC=CC=1)(C1C=CC=CC=1)C1C=CC=CC=1)=[O:5].CC(C)([O-])C.[K+].[N:38]1([C:44]2[N:49]=[CH:48][C:47]([CH:50]=O)=[CH:46][N:45]=2)[CH2:43][CH2:42][O:41][CH2:40][CH2:39]1. The catalyst class is: 3. (2) Product: [NH2:11][C:9]1[C:8]([O:14][CH3:15])=[C:7]2[C:3]([CH2:4][CH2:5][C:6]2=[CH:16][C:17]#[N:18])=[CH:2][CH:10]=1. The catalyst class is: 586. Reactant: Br[C:2]1[CH:10]=[C:9]([N+:11]([O-])=O)[C:8]([O:14][CH3:15])=[C:7]2[C:3]=1[CH2:4][CH2:5][C:6]2=[CH:16][C:17]#[N:18].C(N(CC)CC)C. (3) Reactant: [CH3:1][C:2]1[C:11]([N:12]2[CH2:17][CH2:16][N:15](CC3C=CC=CC=3)[CH2:14][CH2:13]2)=[N:10][C:9]2[C:4](=[CH:5][CH:6]=[CH:7][CH:8]=2)[N:3]=1.C([O-])=O.[NH4+]. Product: [CH3:1][C:2]1[C:11]([N:12]2[CH2:17][CH2:16][NH:15][CH2:14][CH2:13]2)=[N:10][C:9]2[C:4](=[CH:5][CH:6]=[CH:7][CH:8]=2)[N:3]=1. The catalyst class is: 19. (4) Reactant: [BH4-].[Na+].[NH2:3][C:4]1[N:9]=[C:8]([CH3:10])[C:7]([CH:11]=[O:12])=[C:6]([NH:13][CH2:14][CH2:15][CH2:16][CH2:17][CH3:18])[N:5]=1. Product: [NH2:3][C:4]1[N:9]=[C:8]([CH3:10])[C:7]([CH2:11][OH:12])=[C:6]([NH:13][CH2:14][CH2:15][CH2:16][CH2:17][CH3:18])[N:5]=1. The catalyst class is: 5. (5) Reactant: [CH2:1]([Mg]Cl)[C:2]1[CH:7]=[CH:6][CH:5]=[CH:4][CH:3]=1.[CH3:10][N:11]([CH3:27])[C:12]1([C:20]2[CH:25]=[CH:24][CH:23]=[C:22]([F:26])[CH:21]=2)[CH2:17][CH2:16][CH:15]([CH:18]=[O:19])[CH2:14][CH2:13]1.[Cl-].[NH4+]. Product: [CH3:10][N:11]([CH3:27])[C:12]1([C:20]2[CH:25]=[CH:24][CH:23]=[C:22]([F:26])[CH:21]=2)[CH2:17][CH2:16][CH:15]([CH:18]([OH:19])[CH2:1][C:2]2[CH:7]=[CH:6][CH:5]=[CH:4][CH:3]=2)[CH2:14][CH2:13]1. The catalyst class is: 7. (6) Reactant: [NH2:1][C:2]1[N:7]=[CH:6][N:5]=[C:4]2[N:8]([C@H:22]([C:24]3[O:25][C:26]4[C:31]([C:32](=[O:41])[C:33]=3[C:34]3[CH:39]=[CH:38][CH:37]=[C:36]([F:40])[CH:35]=3)=[CH:30][C:29]([F:42])=[CH:28][CH:27]=4)[CH3:23])[N:9]=[C:10]([C:11]3[CH:16]=[CH:15][C:14]([O:17][CH:18]([CH3:20])[CH3:19])=[C:13]([F:21])[CH:12]=3)[C:3]=12.[S:43](=[O:47])(=[O:46])([OH:45])[OH:44]. Product: [S:43]([OH:47])([OH:46])(=[O:45])=[O:44].[NH2:1][C:2]1[N:7]=[CH:6][N:5]=[C:4]2[N:8]([C@H:22]([C:24]3[O:25][C:26]4[C:31]([C:32](=[O:41])[C:33]=3[C:34]3[CH:39]=[CH:38][CH:37]=[C:36]([F:40])[CH:35]=3)=[CH:30][C:29]([F:42])=[CH:28][CH:27]=4)[CH3:23])[N:9]=[C:10]([C:11]3[CH:16]=[CH:15][C:14]([O:17][CH:18]([CH3:19])[CH3:20])=[C:13]([F:21])[CH:12]=3)[C:3]=12. The catalyst class is: 32. (7) Reactant: [CH2:1]([O:8][CH2:9][C:10](=[O:17])[CH2:11][C:12]([O:14][CH2:15][CH3:16])=[O:13])[C:2]1[CH:7]=[CH:6][CH:5]=[CH:4][CH:3]=1. Product: [CH2:1]([O:8][CH2:9][C@@H:10]([OH:17])[CH2:11][C:12]([O:14][CH2:15][CH3:16])=[O:13])[C:2]1[CH:7]=[CH:6][CH:5]=[CH:4][CH:3]=1. The catalyst class is: 8.